Dataset: Forward reaction prediction with 1.9M reactions from USPTO patents (1976-2016). Task: Predict the product of the given reaction. (1) The product is: [F:12][C:9]([F:10])([F:11])[C:7]1[CH:6]=[C:5]([C@H:13]2[O:17][C:16](=[O:18])[N:15]([CH2:19][C:20]3[C:25]([C:26]4[CH:27]=[C:28]([C:34]5[CH:43]=[CH:42][C:37]([C:38]([OH:40])=[O:39])=[CH:36][C:35]=5[CH3:44])[CH:29]=[N:30][C:31]=4[O:32][CH3:33])=[CH:24][N:23]=[C:22]([N:45]4[CH2:48][CH:47]([F:49])[CH2:46]4)[N:21]=3)[C@H:14]2[CH3:50])[CH:4]=[C:3]([C:2]([F:52])([F:51])[F:1])[CH:8]=1. Given the reactants [F:1][C:2]([F:52])([F:51])[C:3]1[CH:4]=[C:5]([C@H:13]2[O:17][C:16](=[O:18])[N:15]([CH2:19][C:20]3[C:25]([C:26]4[CH:27]=[C:28]([C:34]5[CH:43]=[CH:42][C:37]([C:38]([O:40]C)=[O:39])=[CH:36][C:35]=5[CH3:44])[CH:29]=[N:30][C:31]=4[O:32][CH3:33])=[CH:24][N:23]=[C:22]([N:45]4[CH2:48][CH:47]([F:49])[CH2:46]4)[N:21]=3)[C@H:14]2[CH3:50])[CH:6]=[C:7]([C:9]([F:12])([F:11])[F:10])[CH:8]=1.[OH-].[Li+], predict the reaction product. (2) Given the reactants Br[C:2]1[C:3]([O:10][CH3:11])=[N:4][C:5]([S:8][CH3:9])=[N:6][CH:7]=1.[CH3:12][C:13]([O:16][C:17](/[N:19]=[N:20]/[C:21]([O:23][C:24]([CH3:27])([CH3:26])[CH3:25])=[O:22])=[O:18])([CH3:15])[CH3:14], predict the reaction product. The product is: [CH3:11][O:10][C:3]1[C:2]([N:19]([C:17]([O:16][C:13]([CH3:15])([CH3:14])[CH3:12])=[O:18])[NH:20][C:21]([O:23][C:24]([CH3:25])([CH3:26])[CH3:27])=[O:22])=[CH:7][N:6]=[C:5]([S:8][CH3:9])[N:4]=1. (3) The product is: [CH3:1][O:2][C:3]1[CH:4]=[C:5]2[C:9]([CH2:15][O:7][C:6]2=[O:8])=[CH:10][CH:11]=1. Given the reactants [CH3:1][O:2][C:3]1[CH:4]=[C:5]([CH:9]=[CH:10][CH:11]=1)[C:6]([OH:8])=[O:7].C=O.Cl.[C:15](O)(=O)C, predict the reaction product. (4) Given the reactants [O:1]1[CH:6]=[CH:5][CH2:4][CH2:3][CH2:2]1.[Br:7][CH2:8][CH2:9][CH2:10][CH2:11][CH2:12][CH2:13][CH2:14][CH2:15][CH2:16][CH2:17][CH2:18][OH:19], predict the reaction product. The product is: [Br:7][CH2:8][CH2:9][CH2:10][CH2:11][CH2:12][CH2:13][CH2:14][CH2:15][CH2:16][CH2:17][CH2:18][O:19][CH:6]1[CH2:5][CH2:4][CH2:3][CH2:2][O:1]1. (5) The product is: [O:40]1[CH2:45][CH2:44][N:43]([CH:46]2[CH2:50][CH2:49][N:48]([C:51]3[CH:59]=[CH:58][C:54]([C:55]([NH:1][C:2]4[CH:7]=[C:6]([C:8]5[S:9][CH:10]=[CH:11][CH:12]=5)[CH:5]=[CH:4][C:3]=4[NH:14][C:15](=[O:21])[O:16][C:17]([CH3:20])([CH3:19])[CH3:18])=[O:56])=[CH:53][CH:52]=3)[CH2:47]2)[CH2:42][CH2:41]1. Given the reactants [NH2:1][C:2]1[CH:7]=[C:6]([C:8]2[S:9][C:10](Cl)=[CH:11][CH:12]=2)[CH:5]=[CH:4][C:3]=1[NH:14][C:15](=[O:21])[O:16][C:17]([CH3:20])([CH3:19])[CH3:18].CN(C)[C@@H]1CCN(CC2C=CC(C(O)=O)=CC=2)C1.[O:40]1[CH2:45][CH2:44][N:43]([CH:46]2[CH2:50][CH2:49][N:48]([C:51]3[CH:59]=[CH:58][C:54]([C:55](O)=[O:56])=[CH:53][CH:52]=3)[CH2:47]2)[CH2:42][CH2:41]1, predict the reaction product. (6) Given the reactants Cl[C:2]1[C:11]2[C:6](=[CH:7][CH:8]=[C:9]([OH:12])[CH:10]=2)[N:5]=[CH:4][N:3]=1.[F:13][CH2:14][CH:15](O)[CH2:16][F:17].[NH2:19][C:20]1[CH:24]=[CH:23][O:22][N:21]=1, predict the reaction product. The product is: [F:13][CH2:14][CH:15]([CH2:16][F:17])[O:12][C:9]1[CH:10]=[C:11]2[C:6](=[CH:7][CH:8]=1)[N:5]=[CH:4][N:3]=[C:2]2[NH:19][C:20]1[CH:24]=[CH:23][O:22][N:21]=1. (7) Given the reactants [CH2:1]([O:8][C:9]1[CH:10]=[CH:11][C:12]([CH:24]=O)=[C:13]([CH:23]=1)[O:14][CH2:15][CH2:16][CH2:17][C:18]([O:20][CH2:21][CH3:22])=[O:19])[C:2]1[CH:7]=[CH:6][CH:5]=[CH:4][CH:3]=1.CC(C)([O-])C.[K+].Cl, predict the reaction product. The product is: [CH2:1]([O:8][C:9]1[CH:10]=[CH:11][C:12]2[CH:24]=[C:17]([C:18]([O:20][CH2:21][CH3:22])=[O:19])[CH2:16][CH2:15][O:14][C:13]=2[CH:23]=1)[C:2]1[CH:3]=[CH:4][CH:5]=[CH:6][CH:7]=1.